Dataset: Reaction yield outcomes from USPTO patents with 853,638 reactions. Task: Predict the reaction yield, written as a fraction of the theoretical maximum amount of product (1.0 means a 100% yield; for example, 0.34 means a 34% yield). The reactants are [C:1]([O:5][C:6]([N:8]1[CH2:13][CH2:12][C:11]([C:17]2[CH:22]=[CH:21][CH:20]=[CH:19][CH:18]=2)([C:14](O)=[O:15])[CH2:10][CH2:9]1)=[O:7])([CH3:4])([CH3:3])[CH3:2].ClC(OCC)=O.[BH4-].[Na+].[OH-].[Na+]. The catalyst is O1CCCC1.C(N(CC)CC)C. The product is [C:1]([O:5][C:6]([N:8]1[CH2:13][CH2:12][C:11]([CH2:14][OH:15])([C:17]2[CH:18]=[CH:19][CH:20]=[CH:21][CH:22]=2)[CH2:10][CH2:9]1)=[O:7])([CH3:4])([CH3:3])[CH3:2]. The yield is 0.980.